Dataset: Full USPTO retrosynthesis dataset with 1.9M reactions from patents (1976-2016). Task: Predict the reactants needed to synthesize the given product. (1) Given the product [C:14]1([CH3:17])[CH:15]=[CH:16][C:11]([C:2]2[CH:6]=[CH:5][S:4][C:3]=2[C:7]([OH:9])=[O:8])=[CH:12][CH:13]=1, predict the reactants needed to synthesize it. The reactants are: Br[C:2]1[CH:6]=[CH:5][S:4][C:3]=1[C:7]([OH:9])=[O:8].B(O)(O)[C:11]1[CH:12]=[CH:13][C:14]([CH3:17])=[CH:15][CH:16]=1. (2) Given the product [CH3:1][CH:2]([CH3:18])[C@H:3]([NH:8][C:9]([N:11]([CH3:17])[CH2:12][CH2:13][CH2:14][CH:15]=[CH2:16])=[O:10])[C:4]([OH:6])=[O:5], predict the reactants needed to synthesize it. The reactants are: [CH3:1][CH:2]([CH3:18])[C@H:3]([NH:8][C:9]([N:11]([CH3:17])[CH2:12][CH2:13][CH2:14][CH:15]=[CH2:16])=[O:10])[C:4]([O:6]C)=[O:5].[Li+].[OH-]. (3) Given the product [CH2:34]([N:25]([CH2:7][CH2:8][CH2:9][CH2:10][CH2:11][CH2:12][CH2:13][CH2:14][CH2:15][CH2:16][CH2:17][CH2:18][CH2:19][CH2:20][CH2:21][CH2:22][CH2:23][CH3:24])[CH2:26][CH2:27][CH2:28][CH2:29][OH:30])[CH2:35][CH2:36][CH2:37][CH2:38][CH2:39][CH2:40][CH2:41][CH2:42][CH2:43][CH2:44][CH2:45][CH2:46][CH2:47][CH2:48][CH2:49][CH2:50][CH3:51], predict the reactants needed to synthesize it. The reactants are: [H-].[H-].[H-].[H-].[Li+].[Al+3].[CH2:7]([N:25]([CH2:34][CH2:35][CH2:36][CH2:37][CH2:38][CH2:39][CH2:40][CH2:41][CH2:42][CH2:43][CH2:44][CH2:45][CH2:46][CH2:47][CH2:48][CH2:49][CH2:50][CH3:51])[C:26](=O)[CH2:27][CH2:28][C:29](OC)=[O:30])[CH2:8][CH2:9][CH2:10][CH2:11][CH2:12][CH2:13][CH2:14][CH2:15][CH2:16][CH2:17][CH2:18][CH2:19][CH2:20][CH2:21][CH2:22][CH2:23][CH3:24].CO. (4) Given the product [C:1]([O:5][C:6](=[O:12])[NH:7][CH2:8][CH2:9][CH2:10][NH:11][CH2:21][C:15]1[C:14]([CH3:13])=[CH:19][C:18]([CH3:20])=[CH:17][N:16]=1)([CH3:4])([CH3:2])[CH3:3], predict the reactants needed to synthesize it. The reactants are: [C:1]([O:5][C:6](=[O:12])[NH:7][CH2:8][CH2:9][CH2:10][NH2:11])([CH3:4])([CH3:3])[CH3:2].[CH3:13][C:14]1[C:15]([CH:21]=O)=[N:16][CH:17]=[C:18]([CH3:20])[CH:19]=1.[BH4-].[Na+].